From a dataset of Reaction yield outcomes from USPTO patents with 853,638 reactions. Predict the reaction yield, written as a fraction of the theoretical maximum amount of product (1.0 means a 100% yield; for example, 0.34 means a 34% yield). (1) The reactants are [Cl:1][C:2]1[CH:3]=[CH:4][C:5]([NH2:23])=[C:6]2[C:10]=1[N:9]=[C:8]1[N:11]([C:15]3[CH:20]=[CH:19][C:18]([Cl:21])=[CH:17][C:16]=3[Cl:22])[CH2:12][CH2:13][CH2:14][N:7]21.[CH:24](=O)[CH3:25].[C:27](O[BH-](OC(=O)C)OC(=O)C)(=O)[CH3:28].[Na+]. The catalyst is CO.C(O)(=O)C. The product is [Cl:1][C:2]1[CH:3]=[CH:4][C:5]([N:23]([CH2:24][CH3:25])[CH2:27][CH3:28])=[C:6]2[C:10]=1[N:9]=[C:8]1[N:11]([C:15]3[CH:20]=[CH:19][C:18]([Cl:21])=[CH:17][C:16]=3[Cl:22])[CH2:12][CH2:13][CH2:14][N:7]21. The yield is 0.980. (2) The reactants are [Cl:1][C:2]([Cl:33])([Cl:32])[CH2:3][O:4][C:5]([C@@H:7]1[CH2:12][CH2:11][CH2:10][N:9]([C:13](=[O:31])[C@@H:14]([NH:16][C:17](=[O:30])[C@@H:18]([NH:22][C:23](OC(C)(C)C)=[O:24])[CH:19]([CH3:21])[CH3:20])[CH3:15])[NH:8]1)=[O:6].FC(F)(F)S(O[Si](C)(C)C)(=O)=O.C(N(CC)C(C)C)(C)C.[OH:55][C@@H:56]([C:58]1[CH:67]=[CH:66][C:65]2[C:60](=[CH:61][C:62](/[CH:68]=[CH:69]/[C:70]([CH2:75][CH2:76][O:77][CH3:78])(C)[C:71](O)=O)=[CH:63][CH:64]=2)[N:59]=1)[CH3:57].C[NH3+].F[P-](F)(F)(F)(F)F.N1(OC(N(C)C)=[N+](C)C)C2N=CC=CC=2N=N1.F[P-](F)(F)(F)(F)F. The catalyst is ClCCl.CN(C)C=O. The product is [Cl:32][C:2]([Cl:33])([Cl:1])[CH2:3][O:4][C:5]([C@@H:7]1[CH2:12][CH2:11][CH2:10][N:9]([C:13](=[O:31])[C@@H:14]([NH:16][C:17](=[O:30])[C@@H:18]([NH:22][C:23](=[O:24])[C:70]([CH2:75][CH2:76][O:77][CH3:78])([CH3:71])/[CH:69]=[CH:68]/[C:62]2[CH:61]=[C:60]3[C:65]([CH:66]=[CH:67][C:58]([C@H:56]([OH:55])[CH3:57])=[N:59]3)=[CH:64][CH:63]=2)[CH:19]([CH3:21])[CH3:20])[CH3:15])[NH:8]1)=[O:6]. The yield is 0.660. (3) The yield is 0.300. The product is [CH3:20][N:21]1[C:25]([CH2:26][NH:1][C:2]2[CH:3]=[C:4]([CH:17]=[CH:18][CH:19]=2)[C:5]([C:7]2[CH:15]=[C:14]3[C:10]([CH2:11][C:12](=[O:16])[NH:13]3)=[CH:9][CH:8]=2)=[O:6])=[CH:24][C:23]([CH3:28])=[N:22]1. The catalyst is O.C(O)(=O)C. The reactants are [NH2:1][C:2]1[CH:3]=[C:4]([CH:17]=[CH:18][CH:19]=1)[C:5]([C:7]1[CH:15]=[C:14]2[C:10]([CH2:11][C:12](=[O:16])[NH:13]2)=[CH:9][CH:8]=1)=[O:6].[CH3:20][N:21]1[C:25]([CH:26]=O)=[CH:24][CH:23]([CH3:28])[NH:22]1.C([BH3-])#N.[Na+].C1COCC1. (4) The reactants are [C:1]([C:4]1[N:5]=[C:6]([N:9]2[CH2:13][CH2:12][C@@H:11]([OH:14])[CH2:10]2)[S:7][CH:8]=1)(=[O:3])[NH2:2].[CH3:15][S:16](Cl)(=[O:18])=[O:17].C(N(CC)CC)C.CO. The catalyst is C(Cl)Cl. The product is [C:1]([C:4]1[N:5]=[C:6]([N:9]2[CH2:13][CH2:12][C@@H:11]([O:14][S:16]([CH3:15])(=[O:18])=[O:17])[CH2:10]2)[S:7][CH:8]=1)(=[O:3])[NH2:2]. The yield is 0.400. (5) The reactants are [CH3:1][O:2][C:3]1[CH:4]=[C:5]2[C:10](=[CH:11][C:12]=1[O:13][CH3:14])[N:9]=[CH:8][CH:7]=[C:6]2[O:15][C:16]1[CH:21]=[CH:20][C:19]([NH:22][C:23](=O)[CH2:24][O:25][C:26]2[CH:31]=[CH:30][C:29]([CH2:32][CH3:33])=[CH:28][CH:27]=2)=[CH:18][CH:17]=1.Cl.[OH-].[Na+]. The catalyst is O1CCCC1. The product is [CH3:1][O:2][C:3]1[CH:4]=[C:5]2[C:10](=[CH:11][C:12]=1[O:13][CH3:14])[N:9]=[CH:8][CH:7]=[C:6]2[O:15][C:16]1[CH:17]=[CH:18][C:19]([NH:22][CH2:23][CH2:24][O:25][C:26]2[CH:27]=[CH:28][C:29]([CH2:32][CH3:33])=[CH:30][CH:31]=2)=[CH:20][CH:21]=1. The yield is 0.800. (6) The reactants are [Br:1][C:2]1[N:7]=[CH:6][C:5]([NH2:8])=[CH:4][CH:3]=1.Cl[C:10]1[CH:18]=[CH:17][C:16]([Cl:19])=[CH:15][C:11]=1[C:12]([OH:14])=[O:13].C([O-])([O-])=O.[K+].[K+].O. The catalyst is COCCOC. The product is [Br:1][C:2]1[N:7]=[CH:6][C:5]([NH:8][C:10]2[CH:18]=[CH:17][C:16]([Cl:19])=[CH:15][C:11]=2[C:12]([OH:14])=[O:13])=[CH:4][CH:3]=1. The yield is 0.310. (7) The reactants are [CH2:1]([Li])[CH2:2][CH2:3][CH3:4].CCCCCC.[CH:12]([NH:15]C(C)C)(C)C.CN1C(=O)N(C)CCC1.[CH:28]1([C:31]#[N:32])[CH2:30][CH2:29]1.BrC[CH2:35][CH2:36][CH2:37][CH2:38][CH2:39][CH2:40][CH2:41][CH2:42][CH2:43][CH2:44][CH2:45]Br. The catalyst is C1COCC1. The product is [CH2:1]([C:28]1([C:31]#[N:32])[CH2:30][CH2:29]1)[CH2:2][CH2:3][CH2:4][CH2:45][CH2:44][CH2:43][CH2:42][CH2:41][CH2:40][CH2:39][CH2:38][C:37]1([C:12]#[N:15])[CH2:36][CH2:35]1. The yield is 0.815. (8) The reactants are [Br:1][C:2]1[C:3]([OH:17])=[C:4]([C:13]([O:15][CH3:16])=[O:14])[S:5][C:6]=1[C:7]1[N:11]([CH3:12])[N:10]=[CH:9][CH:8]=1.CO.[CH:20]1C=CC(P(C2C=CC=CC=2)C2C=CC=CC=2)=CC=1.CCOC(/N=N/C(OCC)=O)=O. The catalyst is C1COCC1. The product is [Br:1][C:2]1[C:3]([O:17][CH3:20])=[C:4]([C:13]([O:15][CH3:16])=[O:14])[S:5][C:6]=1[C:7]1[N:11]([CH3:12])[N:10]=[CH:9][CH:8]=1. The yield is 0.740. (9) The reactants are [CH3:1][CH:2]([CH3:17])[CH:3]([CH2:8][C:9]1[CH:14]=[CH:13][CH:12]=[C:11]([O:15][CH3:16])[CH:10]=1)[CH2:4][C:5]([OH:7])=O.C(Cl)(=O)C(Cl)=O.[Al+3].[Cl-].[Cl-].[Cl-].Cl. The catalyst is C(Cl)Cl.CN(C=O)C. The product is [CH3:17][CH:2]([CH:3]1[CH2:8][C:9]2[C:14](=[CH:13][CH:12]=[C:11]([O:15][CH3:16])[CH:10]=2)[C:5](=[O:7])[CH2:4]1)[CH3:1]. The yield is 0.810. (10) The reactants are C1(P(CCCC)C2C=CC=CC=2)C=CC=CC=1.[NH2:18][C:19]1[N:20]=[CH:21][C:22]([C:26]([O:28][CH3:29])=[O:27])=[N:23][C:24]=1Br.[CH2:30]([O:37][C:38]1[CH:39]=[C:40](B(O)O)[CH:41]=[CH:42][C:43]=1[Cl:44])[C:31]1[CH:36]=[CH:35][CH:34]=[CH:33][CH:32]=1.C(=O)([O-])[O-].[Na+].[Na+]. The catalyst is C1(C)C=CC=CC=1.O.CCOC(C)=O.[Pd].C(#N)C1C=CC=CC=1.C(#N)C1C=CC=CC=1.C(O)C. The product is [NH2:18][C:19]1[N:20]=[CH:21][C:22]([C:26]([O:28][CH3:29])=[O:27])=[N:23][C:24]=1[C:40]1[CH:41]=[CH:42][C:43]([Cl:44])=[C:38]([O:37][CH2:30][C:31]2[CH:36]=[CH:35][CH:34]=[CH:33][CH:32]=2)[CH:39]=1. The yield is 0.500.